This data is from NCI-60 drug combinations with 297,098 pairs across 59 cell lines. The task is: Regression. Given two drug SMILES strings and cell line genomic features, predict the synergy score measuring deviation from expected non-interaction effect. (1) Drug 1: CC1=C(C(=CC=C1)Cl)NC(=O)C2=CN=C(S2)NC3=CC(=NC(=N3)C)N4CCN(CC4)CCO. Drug 2: C1=NC2=C(N1)C(=S)N=CN2. Cell line: ACHN. Synergy scores: CSS=0.0615, Synergy_ZIP=13.0, Synergy_Bliss=32.5, Synergy_Loewe=-5.29, Synergy_HSA=-0.388. (2) Drug 1: COC1=CC(=CC(=C1O)OC)C2C3C(COC3=O)C(C4=CC5=C(C=C24)OCO5)OC6C(C(C7C(O6)COC(O7)C8=CC=CS8)O)O. Drug 2: COC1=C2C(=CC3=C1OC=C3)C=CC(=O)O2. Cell line: SF-295. Synergy scores: CSS=48.1, Synergy_ZIP=-0.229, Synergy_Bliss=0.726, Synergy_Loewe=-36.6, Synergy_HSA=1.21. (3) Drug 1: CC1=C2C(C(=O)C3(C(CC4C(C3C(C(C2(C)C)(CC1OC(=O)C(C(C5=CC=CC=C5)NC(=O)C6=CC=CC=C6)O)O)OC(=O)C7=CC=CC=C7)(CO4)OC(=O)C)O)C)OC(=O)C. Drug 2: CC1=C(N=C(N=C1N)C(CC(=O)N)NCC(C(=O)N)N)C(=O)NC(C(C2=CN=CN2)OC3C(C(C(C(O3)CO)O)O)OC4C(C(C(C(O4)CO)O)OC(=O)N)O)C(=O)NC(C)C(C(C)C(=O)NC(C(C)O)C(=O)NCCC5=NC(=CS5)C6=NC(=CS6)C(=O)NCCC[S+](C)C)O. Cell line: RXF 393. Synergy scores: CSS=17.1, Synergy_ZIP=-4.37, Synergy_Bliss=0.432, Synergy_Loewe=1.38, Synergy_HSA=2.26. (4) Drug 1: C1=NC2=C(N1)C(=S)N=C(N2)N. Drug 2: CC1=C2C(C(=O)C3(C(CC4C(C3C(C(C2(C)C)(CC1OC(=O)C(C(C5=CC=CC=C5)NC(=O)OC(C)(C)C)O)O)OC(=O)C6=CC=CC=C6)(CO4)OC(=O)C)O)C)O. Cell line: SNB-19. Synergy scores: CSS=8.22, Synergy_ZIP=-9.77, Synergy_Bliss=-6.18, Synergy_Loewe=-23.3, Synergy_HSA=-5.04.